From a dataset of NCI-60 drug combinations with 297,098 pairs across 59 cell lines. Regression. Given two drug SMILES strings and cell line genomic features, predict the synergy score measuring deviation from expected non-interaction effect. Drug 1: CC1C(C(=O)NC(C(=O)N2CCCC2C(=O)N(CC(=O)N(C(C(=O)O1)C(C)C)C)C)C(C)C)NC(=O)C3=C4C(=C(C=C3)C)OC5=C(C(=O)C(=C(C5=N4)C(=O)NC6C(OC(=O)C(N(C(=O)CN(C(=O)C7CCCN7C(=O)C(NC6=O)C(C)C)C)C)C(C)C)C)N)C. Drug 2: C1C(C(OC1N2C=NC(=NC2=O)N)CO)O. Cell line: T-47D. Synergy scores: CSS=10.3, Synergy_ZIP=-0.694, Synergy_Bliss=4.80, Synergy_Loewe=-0.490, Synergy_HSA=2.04.